Regression. Given a peptide amino acid sequence and an MHC pseudo amino acid sequence, predict their binding affinity value. This is MHC class II binding data. From a dataset of Peptide-MHC class II binding affinity with 134,281 pairs from IEDB. (1) The peptide sequence is LVVGIYDEPMTPGQC. The MHC is HLA-DPA10201-DPB10101 with pseudo-sequence HLA-DPA10201-DPB10101. The binding affinity (normalized) is 0.105. (2) The peptide sequence is LKSDLLRAGITLVPV. The MHC is H-2-IAb with pseudo-sequence H-2-IAb. The binding affinity (normalized) is 0.359. (3) The peptide sequence is EQKLIEKINAGFKAALAAAA. The MHC is DRB1_0901 with pseudo-sequence DRB1_0901. The binding affinity (normalized) is 0.859. (4) The peptide sequence is IPTLAAQFPFNASDS. The MHC is DRB5_0101 with pseudo-sequence DRB5_0101. The binding affinity (normalized) is 0.489. (5) The MHC is HLA-DPA10103-DPB10401 with pseudo-sequence HLA-DPA10103-DPB10401. The peptide sequence is AAATCGTTVYGAFAA. The binding affinity (normalized) is 0.605. (6) The peptide sequence is EKKYFAAKQFEPLAA. The MHC is DRB1_1001 with pseudo-sequence DRB1_1001. The binding affinity (normalized) is 0.633. (7) The peptide sequence is GGTWVSATLEQDKCV. The MHC is DRB1_1501 with pseudo-sequence DRB1_1501. The binding affinity (normalized) is 0. (8) The peptide sequence is SQDLELSWNLNGLQAH. The MHC is HLA-DQA10101-DQB10501 with pseudo-sequence HLA-DQA10101-DQB10501. The binding affinity (normalized) is 0.991. (9) The peptide sequence is AAFSKLPASTIDELK. The MHC is DRB1_0901 with pseudo-sequence DRB1_0901. The binding affinity (normalized) is 0.713.